Predict which catalyst facilitates the given reaction. From a dataset of Catalyst prediction with 721,799 reactions and 888 catalyst types from USPTO. (1) Reactant: [Mg].C1COCC1.Br[CH2:8][CH:9]1[CH2:14][CH:13]2[CH2:15][CH:10]1[CH:11]=[CH:12]2.Br[CH2:17][CH2:18][CH2:19][CH2:20][CH2:21][CH2:22][CH2:23][CH3:24]. Product: [CH2:8]([CH:9]1[CH2:14][CH:13]2[CH2:15][CH:10]1[CH:11]=[CH:12]2)[CH2:17][CH2:18][CH2:19][CH2:20][CH2:21][CH2:22][CH2:23][CH3:24]. The catalyst class is: 28. (2) Reactant: [OH:1][C:2]1[CH:10]=[CH:9][C:8]([N:11]2[CH:15]=[CH:14][CH:13]=[CH:12]2)=[CH:7][C:3]=1[C:4]([OH:6])=[O:5].Cl.CN(C)[CH2:19][CH2:20]CN=C=N.O.ON1C2C=CC=CC=2N=N1.C(O)C. Product: [N:11]1([C:8]2[CH:7]=[C:3]([C:4]([O:6][CH2:19][CH3:20])=[O:5])[C:2]([OH:1])=[CH:10][CH:9]=2)[CH:15]=[CH:14][CH:13]=[CH:12]1. The catalyst class is: 35.